This data is from Forward reaction prediction with 1.9M reactions from USPTO patents (1976-2016). The task is: Predict the product of the given reaction. (1) Given the reactants [CH3:1][O:2][C:3](=[O:28])[NH:4][CH2:5][C@@H:6]1[O:10][C:9](=[O:11])[N:8]([C:12]2[CH:17]=[CH:16][C:15](B3OC(C)(C)C(C)(C)O3)=[C:14]([F:27])[CH:13]=2)[CH2:7]1.Br[C:30]1[CH:31]=[CH:32][C:33]([C:36]2[N:40]([CH3:41])[N:39]=[N:38][N:37]=2)=[N:34][CH:35]=1.C(=O)([O-])[O-].[Na+].[Na+], predict the reaction product. The product is: [CH3:1][O:2][C:3](=[O:28])[NH:4][CH2:5][C@@H:6]1[O:10][C:9](=[O:11])[N:8]([C:12]2[CH:17]=[CH:16][C:15]([C:30]3[CH:35]=[N:34][C:33]([C:36]4[N:40]([CH3:41])[N:39]=[N:38][N:37]=4)=[CH:32][CH:31]=3)=[C:14]([F:27])[CH:13]=2)[CH2:7]1. (2) Given the reactants [Br:1][C:2]1[C:10]2[C:9]([Cl:11])=[N:8][CH:7]=[N:6][C:5]=2[S:4][C:3]=1I.[CH3:13][O:14][CH2:15][C:16]#[CH:17], predict the reaction product. The product is: [Br:1][C:2]1[C:10]2[C:9]([Cl:11])=[N:8][CH:7]=[N:6][C:5]=2[S:4][C:3]=1[C:17]#[C:16][CH2:15][O:14][CH3:13]. (3) Given the reactants Cl[C:2]1[C:11]2[C:6](=[CH:7][CH:8]=[C:9]([I:12])[CH:10]=2)[N:5]=[CH:4][N:3]=1.[CH2:13]([NH2:16])[C:14]#[CH:15].C(N(CC)CC)C.C(OCC)(=O)C, predict the reaction product. The product is: [I:12][C:9]1[CH:10]=[C:11]2[C:6](=[CH:7][CH:8]=1)[N:5]=[CH:4][N:3]=[C:2]2[NH:16][CH2:13][C:14]#[CH:15]. (4) Given the reactants [S:1]1[C:5]([C:6]2[NH:7][C:8]3[C:13]([CH:14]=2)=[CH:12][CH:11]=[CH:10][C:9]=3[NH2:15])=[N:4][CH:3]=[N:2]1.[S:16]1[CH:20]=[CH:19][CH:18]=[C:17]1[S:21](Cl)(=[O:23])=[O:22], predict the reaction product. The product is: [S:1]1[C:5]([C:6]2[NH:7][C:8]3[C:13]([CH:14]=2)=[CH:12][CH:11]=[CH:10][C:9]=3[NH:15][S:21]([C:17]2[S:16][CH:20]=[CH:19][CH:18]=2)(=[O:23])=[O:22])=[N:4][CH:3]=[N:2]1. (5) Given the reactants C([N:9]=[C:10]=[S:11])(=O)C1C=CC=CC=1.[NH2:12][C@@:13]1([C:20]2[CH:25]=[CH:24][CH:23]=[C:22]([Br:26])[CH:21]=2)[CH2:18][CH2:17][O:16][CH2:15][C@@H:14]1[OH:19].C(=O)([O-])[O-].[K+].[K+], predict the reaction product. The product is: [Br:26][C:22]1[CH:21]=[C:20]([C@:13]2([NH:12][C:10]([NH2:9])=[S:11])[CH2:18][CH2:17][O:16][CH2:15][C@@H:14]2[OH:19])[CH:25]=[CH:24][CH:23]=1. (6) Given the reactants [Cl:1][C:2]1[CH:7]=[CH:6][CH:5]=[CH:4][C:3]=1[C:8]1[CH:13]=[CH:12][C:11]([O:14][CH2:15][C@H:16]2[O:21][CH2:20][CH2:19][N:18](C(OC(C)(C)C)=O)[CH2:17]2)=[CH:10][CH:9]=1, predict the reaction product. The product is: [Cl:1][C:2]1[CH:7]=[CH:6][CH:5]=[CH:4][C:3]=1[C:8]1[CH:13]=[CH:12][C:11]([O:14][CH2:15][C@H:16]2[O:21][CH2:20][CH2:19][NH:18][CH2:17]2)=[CH:10][CH:9]=1. (7) Given the reactants [Cl:1][C:2]1[CH:16]=[C:15]([O:17][CH2:18][CH:19]=[C:20]([Cl:22])[Cl:21])[CH:14]=[C:13]([Cl:23])[C:3]=1[O:4][CH2:5][CH2:6][CH2:7][CH2:8][O:9][CH2:10][CH:11]=O.Cl.[Cl:25][C:26]([Cl:31])=[CH:27][CH2:28][O:29][NH2:30].Cl, predict the reaction product. The product is: [Cl:25][C:26]([Cl:31])=[CH:27][CH2:28][O:29][N:30]=[CH:11][CH2:10][O:9][CH2:8][CH2:7][CH2:6][CH2:5][O:4][C:3]1[C:13]([Cl:23])=[CH:14][C:15]([O:17][CH2:18][CH:19]=[C:20]([Cl:21])[Cl:22])=[CH:16][C:2]=1[Cl:1]. (8) Given the reactants [CH3:1][O:2][C:3]1[CH:8]=[CH:7][C:6]([C:9]2[S:13][C:12]([C:14]([OH:16])=O)=[C:11]([NH:17][C:18]([NH:20][C:21]3[C:26]([CH3:27])=[CH:25][C:24]([CH3:28])=[CH:23][C:22]=3[CH3:29])=[O:19])[CH:10]=2)=[CH:5][CH:4]=1.CN(C(ON1N=NC2C=CC=NC1=2)=[N+](C)C)C.F[P-](F)(F)(F)(F)F.CCN(C(C)C)C(C)C.Cl.[NH2:64][C@@H:65]([C:69]([O:71][CH3:72])=[O:70])[CH:66]([CH3:68])[CH3:67], predict the reaction product. The product is: [CH3:1][O:2][C:3]1[CH:4]=[CH:5][C:6]([C:9]2[S:13][C:12]([C:14]([NH:64][C@@H:65]([C:69]([O:71][CH3:72])=[O:70])[CH:66]([CH3:68])[CH3:67])=[O:16])=[C:11]([NH:17][C:18]([NH:20][C:21]3[C:26]([CH3:27])=[CH:25][C:24]([CH3:28])=[CH:23][C:22]=3[CH3:29])=[O:19])[CH:10]=2)=[CH:7][CH:8]=1. (9) Given the reactants Br[C:2]1[CH:3]=[N:4][CH:5]=[C:6]2[C:11]=1[N:10]=[C:9]([C:12]([NH:14][CH2:15][C:16]1[CH:21]=[CH:20][C:19]([S:22]([CH3:25])(=[O:24])=[O:23])=[CH:18][CH:17]=1)=[O:13])[CH:8]=[CH:7]2.[F:26][C:27]1[CH:28]=[C:29](B(O)O)[CH:30]=[CH:31][C:32]=1[F:33].C(=O)([O-])[O-].[Cs+].[Cs+], predict the reaction product. The product is: [F:26][C:27]1[CH:28]=[C:29]([C:2]2[CH:3]=[N:4][CH:5]=[C:6]3[C:11]=2[N:10]=[C:9]([C:12]([NH:14][CH2:15][C:16]2[CH:21]=[CH:20][C:19]([S:22]([CH3:25])(=[O:24])=[O:23])=[CH:18][CH:17]=2)=[O:13])[CH:8]=[CH:7]3)[CH:30]=[CH:31][C:32]=1[F:33]. (10) Given the reactants C1C=CC(P(C2C=CC3C(=CC=CC=3)C=2C2C3C(=CC=CC=3)C=CC=2P(C2C=CC=CC=2)C2C=CC=CC=2)C2C=CC=CC=2)=CC=1.Br[C:48]1[C:49]([C:64]2[CH:69]=[CH:68][CH:67]=[C:66]([N+:70]([O-:72])=[O:71])[CH:65]=2)=[C:50]([CH3:63])[C:51]([C:61]#[N:62])=[C:52]2[C:56]=1[O:55][C:54]([C:57]([CH3:60])([CH3:59])[CH3:58])=[N:53]2.[CH3:73][N:74]([CH3:80])[C@H:75]1[CH2:79][CH2:78][NH:77][CH2:76]1.CC(C)([O-])C.[Na+].O.C(=O)(O)[O-].[Na+], predict the reaction product. The product is: [C:57]([C:54]1[O:55][C:56]2[C:52](=[C:51]([C:61]#[N:62])[C:50]([CH3:63])=[C:49]([C:64]3[CH:69]=[CH:68][CH:67]=[C:66]([N+:70]([O-:72])=[O:71])[CH:65]=3)[C:48]=2[N:77]2[CH2:78][CH2:79][C@H:75]([N:74]([CH3:80])[CH3:73])[CH2:76]2)[N:53]=1)([CH3:60])([CH3:59])[CH3:58].